Dataset: Forward reaction prediction with 1.9M reactions from USPTO patents (1976-2016). Task: Predict the product of the given reaction. (1) Given the reactants [NH:1]1[C:9]2[C:4](=[CH:5][C:6]([C:10]([O:12][CH3:13])=[O:11])=[CH:7][CH:8]=2)[CH:3]=[CH:2]1.[H-].[Na+].Br[CH2:17][CH2:18][CH2:19][CH2:20][CH3:21], predict the reaction product. The product is: [CH3:13][O:12][C:10]([C:6]1[CH:5]=[C:4]2[C:9](=[CH:8][CH:7]=1)[N:1]([CH2:17][CH2:18][CH2:19][CH2:20][CH3:21])[CH:2]=[CH:3]2)=[O:11]. (2) Given the reactants Br[C:2]1[CH:3]=[C:4]([CH:7]=[C:8]([F:10])[CH:9]=1)[C:5]#[N:6].C([Mg]Cl)(C)C.CN([CH:19]=[O:20])C.Cl, predict the reaction product. The product is: [F:10][C:8]1[CH:7]=[C:4]([CH:3]=[C:2]([CH:19]=[O:20])[CH:9]=1)[C:5]#[N:6]. (3) Given the reactants [O:1]=[C:2]1[N:6](C(OC(C)(C)C)=O)[CH2:5][CH:4]2[CH2:14][O:15][CH2:16][CH:3]12, predict the reaction product. The product is: [CH2:14]1[CH:4]2[CH2:5][NH:6][C:2](=[O:1])[CH:3]2[CH2:16][O:15]1. (4) The product is: [Br:1][C:2]1[CH:7]=[CH:6][C:5]([C@H:8]([C:19]2[CH:24]=[CH:23][CH:22]=[CH:21][C:20]=2[CH3:25])[CH2:9]/[C:10](/[C:12]2[CH:17]=[CH:16][N:15]=[C:14]([CH3:18])[CH:13]=2)=[N:27]\[OH:28])=[CH:4][CH:3]=1. Given the reactants [Br:1][C:2]1[CH:7]=[CH:6][C:5]([C@H:8]([C:19]2[CH:24]=[CH:23][CH:22]=[CH:21][C:20]=2[CH3:25])[CH2:9][C:10]([C:12]2[CH:17]=[CH:16][N:15]=[C:14]([CH3:18])[CH:13]=2)=O)=[CH:4][CH:3]=1.Cl.[NH2:27][OH:28].C([O-])(O)=O.[Na+], predict the reaction product. (5) Given the reactants [Cl:1][C:2]1[CH:7]=[CH:6][C:5]([C:8]2[C:17]3[C:12](=[CH:13][CH:14]=[C:15]([C:18](O)=[O:19])[CH:16]=3)[CH:11]=[N:10][CH:9]=2)=[CH:4][CH:3]=1.F[B-](F)(F)F.[N:26]1(OC(N(C)C)=[N+](C)C)[C:30]2[CH:31]=[CH:32][CH:33]=[CH:34][C:29]=2[N:28]=N1.C(N(CC)C(C)C)(C)C.N1C=CC=CC=1CN, predict the reaction product. The product is: [Cl:1][C:2]1[CH:3]=[CH:4][C:5]([C:8]2[C:17]3[C:12](=[CH:13][CH:14]=[C:15]([C:18]([NH:28][CH2:29][C:34]4[CH:33]=[CH:32][CH:31]=[CH:30][N:26]=4)=[O:19])[CH:16]=3)[CH:11]=[N:10][CH:9]=2)=[CH:6][CH:7]=1.